From a dataset of Peptide-MHC class II binding affinity with 134,281 pairs from IEDB. Regression. Given a peptide amino acid sequence and an MHC pseudo amino acid sequence, predict their binding affinity value. This is MHC class II binding data. (1) The peptide sequence is AAGGWDSLAAELATT. The MHC is DRB1_0301 with pseudo-sequence DRB1_0301. The binding affinity (normalized) is 0.0304. (2) The peptide sequence is DRDFIEGVHGGTWVS. The MHC is DRB3_0202 with pseudo-sequence DRB3_0202. The binding affinity (normalized) is 0. (3) The peptide sequence is GELQIVDKRDAAFKI. The MHC is DRB5_0101 with pseudo-sequence DRB5_0101. The binding affinity (normalized) is 0.628.